The task is: Predict the product of the given reaction.. This data is from Forward reaction prediction with 1.9M reactions from USPTO patents (1976-2016). (1) Given the reactants [CH3:1]C(C)([O-])C.[K+].[CH3:7][O:8][C:9]1[CH:10]=[C:11]2[C:16](=[CH:17][CH:18]=1)[C:15](=[O:19])[CH2:14][CH2:13][CH2:12]2.O, predict the reaction product. The product is: [CH3:7][O:8][C:9]1[CH:18]=[CH:17][C:16]2[CH2:1][C:15](=[O:19])[CH2:14][CH2:13][CH2:12][C:11]=2[CH:10]=1.[CH3:7][O:8][C:9]1[CH:10]=[C:11]2[C:16](=[CH:17][CH:18]=1)[C:15](=[CH2:1])[CH2:14][CH2:13][CH2:12]2. (2) Given the reactants C[O:2][C:3]([C:5]1[C:13]2[N:12]=[C:11]([NH:14][C:15]([C:17]3[N:18]=[CH:19][C:20]4[C:25]([CH:26]=3)=[CH:24][CH:23]=[CH:22][CH:21]=4)=[O:16])[N:10]([CH2:27][C:28]3[CH:33]=[CH:32][CH:31]=[CH:30][CH:29]=3)[C:9]=2[CH:8]=[CH:7][CH:6]=1)=[O:4].CO.[Li+].[OH-], predict the reaction product. The product is: [CH2:27]([N:10]1[C:9]2[CH:8]=[CH:7][CH:6]=[C:5]([C:3]([OH:4])=[O:2])[C:13]=2[N:12]=[C:11]1[NH:14][C:15]([C:17]1[N:18]=[CH:19][C:20]2[C:25]([CH:26]=1)=[CH:24][CH:23]=[CH:22][CH:21]=2)=[O:16])[C:28]1[CH:29]=[CH:30][CH:31]=[CH:32][CH:33]=1. (3) Given the reactants [NH2:1][C@@H:2]1[CH2:7][CH2:6][CH2:5][N:4]([C:8]2[C:20]3[C:19]4[C:14](=[CH:15][C:16]([C:21]([N:23]5[CH2:28][CH2:27][N:26]([CH3:29])[CH2:25][CH2:24]5)=[O:22])=[CH:17][CH:18]=4)[NH:13][C:12]=3[C:11]([C:30]([NH2:32])=[O:31])=[CH:10][CH:9]=2)[CH2:3]1.[S:33]1[CH:37]=[CH:36][N:35]=[C:34]1[NH:38][C:39](=O)[O:40]C1C=CC=CC=1, predict the reaction product. The product is: [CH3:29][N:26]1[CH2:27][CH2:28][N:23]([C:21]([C:16]2[CH:15]=[C:14]3[C:19]([C:20]4[C:8]([N:4]5[CH2:5][CH2:6][CH2:7][C@@H:2]([NH:1][C:39]([NH:38][C:34]6[S:33][CH:37]=[CH:36][N:35]=6)=[O:40])[CH2:3]5)=[CH:9][CH:10]=[C:11]([C:30]([NH2:32])=[O:31])[C:12]=4[NH:13]3)=[CH:18][CH:17]=2)=[O:22])[CH2:24][CH2:25]1.